Dataset: Forward reaction prediction with 1.9M reactions from USPTO patents (1976-2016). Task: Predict the product of the given reaction. (1) The product is: [OH:22][NH:21][C:1]([C:3]1[CH:11]=[CH:10][CH:9]=[C:8]2[C:4]=1[CH2:5][CH2:6][C@H:7]2[NH:12][C:13](=[O:19])[O:14][C:15]([CH3:17])([CH3:16])[CH3:18])=[NH:2]. Given the reactants [C:1]([C:3]1[CH:11]=[CH:10][CH:9]=[C:8]2[C:4]=1[CH2:5][CH2:6][C@H:7]2[NH:12][C:13](=[O:19])[O:14][C:15]([CH3:18])([CH3:17])[CH3:16])#[N:2].Cl.[NH2:21][OH:22], predict the reaction product. (2) Given the reactants N#N.[Mg].Br[C:5]1[CH:10]=[CH:9][C:8]([C:11]#[C:12][C:13]2[CH:18]=[CH:17][C:16]([CH2:19][CH2:20][CH2:21][CH2:22][CH2:23][CH3:24])=[CH:15][CH:14]=2)=[CH:7][CH:6]=1.II.[CH:27](N1CCCCC1)=[O:28].Cl, predict the reaction product. The product is: [CH2:19]([C:16]1[CH:17]=[CH:18][C:13]([C:12]#[C:11][C:8]2[CH:9]=[CH:10][C:5]([CH:27]=[O:28])=[CH:6][CH:7]=2)=[CH:14][CH:15]=1)[CH2:20][CH2:21][CH2:22][CH2:23][CH3:24]. (3) Given the reactants [CH3:1][N:2]([CH3:46])[CH2:3][CH2:4][O:5][C:6]1[CH:11]=[CH:10][C:9]([NH:12][C:13](=[O:45])/[C:14](/[C:35]2[CH:40]=[CH:39][C:38]([O:41][CH2:42][O:43][CH3:44])=[CH:37][CH:36]=2)=[C:15](/[C:29]2[CH:34]=[CH:33][CH:32]=[CH:31][CH:30]=2)\[CH2:16][CH2:17][O:18][Si](C(C)C)(C(C)C)C(C)C)=[CH:8][CH:7]=1.[F-].C([N+](CCCC)(CCCC)CCCC)CCC.O, predict the reaction product. The product is: [CH3:46][N:2]([CH3:1])[CH2:3][CH2:4][O:5][C:6]1[CH:7]=[CH:8][C:9]([NH:12][C:13](=[O:45])/[C:14](/[C:35]2[CH:36]=[CH:37][C:38]([O:41][CH2:42][O:43][CH3:44])=[CH:39][CH:40]=2)=[C:15](/[C:29]2[CH:34]=[CH:33][CH:32]=[CH:31][CH:30]=2)\[CH2:16][CH2:17][OH:18])=[CH:10][CH:11]=1.